Dataset: Catalyst prediction with 721,799 reactions and 888 catalyst types from USPTO. Task: Predict which catalyst facilitates the given reaction. (1) Reactant: [CH3:1][C:2]1([CH2:14][OH:15])[O:7][C:6]2=[N:8][C:9]([N+:11]([O-:13])=[O:12])=[CH:10][N:5]2[CH2:4][CH2:3]1.[H-].[Na+].[Br:18][C:19]1[CH:20]=[CH:21][C:22](F)=[N:23][CH:24]=1.C(=O)=O.CC(C)=O. Product: [Br:18][C:19]1[CH:20]=[CH:21][C:22]([O:15][CH2:14][C:2]2([CH3:1])[O:7][C:6]3=[N:8][C:9]([N+:11]([O-:13])=[O:12])=[CH:10][N:5]3[CH2:4][CH2:3]2)=[N:23][CH:24]=1. The catalyst class is: 3. (2) Reactant: [ClH:1].CCOCC.C(OC([N:14]1[CH2:19][CH2:18][N:17]([C:20]([C:22]2[C:30]3[O:29][CH:28]=[CH:27][C:26]=3[CH:25]=[C:24]([NH:31][S:32]([C:35]3[CH:40]=[C:39]([CH3:41])[CH:38]=[CH:37][C:36]=3[O:42][CH3:43])(=[O:34])=[O:33])[CH:23]=2)=[O:21])[CH2:16][CH2:15]1)=O)(C)(C)C. The catalyst class is: 13. Product: [ClH:1].[CH3:43][O:42][C:36]1[CH:37]=[CH:38][C:39]([CH3:41])=[CH:40][C:35]=1[S:32]([NH:31][C:24]1[CH:23]=[C:22]([C:20]([N:17]2[CH2:16][CH2:15][NH:14][CH2:19][CH2:18]2)=[O:21])[C:30]2[O:29][CH:28]=[CH:27][C:26]=2[CH:25]=1)(=[O:33])=[O:34]. (3) Reactant: [C:1]([O:5][C:6](=[O:15])[NH:7][CH:8]1[CH2:12][CH2:11][CH:10]([CH2:13][NH2:14])[CH2:9]1)([CH3:4])([CH3:3])[CH3:2].[Cl:16][C:17]1[CH:25]=[CH:24][C:20]([C:21](Cl)=[O:22])=[CH:19][N:18]=1.C(N(C(C)C)CC)(C)C. Product: [C:1]([O:5][C:6](=[O:15])[NH:7][CH:8]1[CH2:12][CH2:11][CH:10]([CH2:13][NH:14][C:21]([C:20]2[CH:19]=[N:18][C:17]([Cl:16])=[CH:25][CH:24]=2)=[O:22])[CH2:9]1)([CH3:4])([CH3:2])[CH3:3]. The catalyst class is: 4. (4) Reactant: [CH2:1]([O:3][C:4](=[O:15])[C:5]1[CH:10]=[CH:9][C:8](F)=[C:7]([N+:12]([O-:14])=[O:13])[CH:6]=1)[CH3:2].C([O-])([O-])=O.[Cs+].[Cs+].[Cl:22][C:23]1[CH:24]=[C:25]([SH:32])[C:26](=[CH:30][CH:31]=1)[C:27]([OH:29])=[O:28].Cl. Product: [Cl:22][C:23]1[CH:24]=[C:25]([SH:32])[C:26](=[CH:30][CH:31]=1)[C:27]([OH:29])=[O:28].[CH2:1]([O:3][C:4](=[O:15])[C:5]1[CH:6]=[C:7]([N+:12]([O-:14])=[O:13])[C:8]([S:32][C:25]2[CH:24]=[C:23]([Cl:22])[CH:31]=[CH:30][C:26]=2[C:27]([OH:29])=[O:28])=[CH:9][CH:10]=1)[CH3:2]. The catalyst class is: 31. (5) Reactant: Cl.Cl[CH2:3][C:4]1[CH:32]=[CH:31][C:7]([C:8]([NH:10][C:11]2[CH:16]=[CH:15][C:14]([CH3:17])=[C:13]([NH:18][C:19]3[N:24]=[C:23]([C:25]4[CH:26]=[N:27][CH:28]=[CH:29][CH:30]=4)[CH:22]=[CH:21][N:20]=3)[CH:12]=2)=[O:9])=[CH:6][CH:5]=1.[CH2:33]([N:35]1[CH2:40][CH2:39][NH:38][CH2:37][CH2:36]1)[CH3:34]. Product: [CH2:33]([N:35]1[CH2:40][CH2:39][N:38]([CH2:3][C:4]2[CH:32]=[CH:31][C:7]([C:8]([NH:10][C:11]3[CH:16]=[CH:15][C:14]([CH3:17])=[C:13]([NH:18][C:19]4[N:24]=[C:23]([C:25]5[CH:26]=[N:27][CH:28]=[CH:29][CH:30]=5)[CH:22]=[CH:21][N:20]=4)[CH:12]=3)=[O:9])=[CH:6][CH:5]=2)[CH2:37][CH2:36]1)[CH3:34]. The catalyst class is: 8. (6) Reactant: C(N(CC)CC)C.[Cl:8][C:9]1[CH:17]=[C:16]2[C:12]([C:13]([CH:25]=[O:26])=[CH:14][N:15]2C(OC(C)(C)C)=O)=[CH:11][CH:10]=1.[N:27]1[C:28]([CH:36]=[N:37][C:38]2[CH:43]=[CH:42][CH:41]=[C:40]([O:44][CH3:45])[CH:39]=2)=[CH:29][N:30]2[CH:35]=[CH:34][CH:33]=[CH:32][C:31]=12. Product: [Cl:8][C:9]1[CH:17]=[C:16]2[C:12]([C:13]([C:25](=[O:26])[CH:36]([C:28]3[N:27]=[C:31]4[CH:32]=[CH:33][CH:34]=[CH:35][N:30]4[CH:29]=3)[NH:37][C:38]3[CH:43]=[CH:42][CH:41]=[C:40]([O:44][CH3:45])[CH:39]=3)=[CH:14][NH:15]2)=[CH:11][CH:10]=1. The catalyst class is: 433. (7) Reactant: [NH2:1][C:2]1[N:7]=[C:6]([S:8]([NH:11][C:12]([C:14]2[C:15](Cl)=[N:16][C:17]([Cl:20])=[CH:18][CH:19]=2)=[O:13])(=[O:10])=[O:9])[CH:5]=[CH:4][CH:3]=1.[CH3:22][C:23]1([CH3:29])[CH2:27][CH:26]([CH3:28])[CH2:25][NH:24]1.C(=O)([O-])[O-].[K+].[K+]. Product: [NH2:1][C:2]1[N:7]=[C:6]([S:8]([NH:11][C:12]([C:14]2[C:15]([N:24]3[CH2:25][CH:26]([CH3:28])[CH2:27][C:23]3([CH3:29])[CH3:22])=[N:16][C:17]([Cl:20])=[CH:18][CH:19]=2)=[O:13])(=[O:10])=[O:9])[CH:5]=[CH:4][CH:3]=1. The catalyst class is: 58. (8) Reactant: [F:1][C:2]1[CH:7]=[C:6]([C:8]([O:10][CH3:11])=[O:9])[CH:5]=[CH:4][C:3]=1B(O)O.[C:15]([C:17]1[C:26](OS(C(F)(F)F)(=O)=O)=[N:25][C:24]([CH:35]2[CH2:37][CH2:36]2)=[C:23]2[C:18]=1[CH2:19][CH2:20][N:21]([C:38]([O:40][C:41]([CH3:44])([CH3:43])[CH3:42])=[O:39])[CH2:22]2)#[N:16].C(=O)([O-])[O-].[K+].[K+]. Product: [C:15]([C:17]1[C:26]([C:3]2[CH:4]=[CH:5][C:6]([C:8]([O:10][CH3:11])=[O:9])=[CH:7][C:2]=2[F:1])=[N:25][C:24]([CH:35]2[CH2:36][CH2:37]2)=[C:23]2[C:18]=1[CH2:19][CH2:20][N:21]([C:38]([O:40][C:41]([CH3:44])([CH3:43])[CH3:42])=[O:39])[CH2:22]2)#[N:16]. The catalyst class is: 248. (9) Reactant: C1(N)C(F)=C(F)C(F)=C(N)C=1F.Cl.Cl.[NH:15]1[CH2:20][CH2:19][CH:18]([N:21]2[CH2:25][CH2:24][N:23]([CH2:26][CH2:27][CH2:28][N:29]3[CH2:34][CH2:33][CH2:32][CH2:31][CH2:30]3)[C:22]2=[C:35]([C:38]#[N:39])[C:36]#[N:37])[CH2:17][CH2:16]1.C(N(CC)CC)C.[C:47](O[C:47]([O:49][C:50]([CH3:53])([CH3:52])[CH3:51])=[O:48])([O:49][C:50]([CH3:53])([CH3:52])[CH3:51])=[O:48]. Product: [C:50]([O:49][C:47]([N:15]1[CH2:20][CH2:19][CH:18]([N:21]2[CH2:25][CH2:24][N:23]([CH2:26][CH2:27][CH2:28][N:29]3[CH2:34][CH2:33][CH2:32][CH2:31][CH2:30]3)[C:22]2=[C:35]([C:36]#[N:37])[C:38]#[N:39])[CH2:17][CH2:16]1)=[O:48])([CH3:53])([CH3:52])[CH3:51]. The catalyst class is: 47.